This data is from Peptide-MHC class II binding affinity with 134,281 pairs from IEDB. The task is: Regression. Given a peptide amino acid sequence and an MHC pseudo amino acid sequence, predict their binding affinity value. This is MHC class II binding data. The peptide sequence is KVPPGPNITATYGDK. The MHC is DRB1_0901 with pseudo-sequence DRB1_0901. The binding affinity (normalized) is 0.0705.